The task is: Predict the reactants needed to synthesize the given product.. This data is from Full USPTO retrosynthesis dataset with 1.9M reactions from patents (1976-2016). (1) Given the product [CH:1]([N:4]1[CH:9]2[CH2:10][CH2:11][CH:5]1[CH2:6][C:7](=[N:20][OH:21])[CH2:8]2)([CH3:3])[CH3:2], predict the reactants needed to synthesize it. The reactants are: [CH:1]([N:4]1[CH:9]2[CH2:10][CH2:11][CH:5]1[CH2:6][C:7](=O)[CH2:8]2)([CH3:3])[CH3:2].N1C=CC=CC=1.Cl.[NH2:20][OH:21]. (2) The reactants are: [C:1]([OH:12])(=[O:11])[C:2]1[CH:10]=[C:8]([OH:9])[C:6]([OH:7])=[C:4]([OH:5])[CH:3]=1.S(=O)(=O)(O)O.[CH:18](OC)(OC)OC. Given the product [C:1]([O:12][CH3:18])(=[O:11])[C:2]1[CH:10]=[C:8]([OH:9])[C:6]([OH:7])=[C:4]([OH:5])[CH:3]=1, predict the reactants needed to synthesize it. (3) Given the product [N:1]1[NH:2][N:3]=[N:4][C:5]=1[C:6]1[CH:7]=[C:8]([C:12]2[N:13]=[C:14]([NH:31][C:32]3[CH:33]=[CH:34][C:35]([N:38]4[CH2:39][CH2:40][N:41]([C:44](=[O:46])[CH3:45])[CH2:42][CH2:43]4)=[CH:36][CH:37]=3)[C:15]3[NH:20][N:19]=[CH:18][C:16]=3[N:17]=2)[CH:9]=[CH:10][CH:11]=1, predict the reactants needed to synthesize it. The reactants are: [N:1]1[NH:2][N:3]=[N:4][C:5]=1[C:6]1[CH:7]=[C:8]([C:12]2[N:13]=[C:14](Cl)[C:15]3[C:16](=[CH:18][N:19](CC4C=CC(OC)=CC=4)[N:20]=3)[N:17]=2)[CH:9]=[CH:10][CH:11]=1.[NH2:31][C:32]1[CH:37]=[CH:36][C:35]([N:38]2[CH2:43][CH2:42][N:41]([C:44](=[O:46])[CH3:45])[CH2:40][CH2:39]2)=[CH:34][CH:33]=1.Cl. (4) Given the product [CH2:11]([N:7]1[CH2:6][CH2:5][CH2:4][CH2:3][CH2:2][C:1]1=[O:8])[C:12]1[CH:17]=[CH:16][CH:15]=[CH:14][CH:13]=1, predict the reactants needed to synthesize it. The reactants are: [C:1]1(=[O:8])[NH:7][CH2:6][CH2:5][CH2:4][CH2:3][CH2:2]1.[H-].[Na+].[CH2:11](Br)[C:12]1[CH:17]=[CH:16][CH:15]=[CH:14][CH:13]=1.O. (5) Given the product [N:1]1([C:8]2[CH:13]=[CH:12][N:11]=[C:10]([NH:15][CH:16]3[CH2:21][CH2:20][CH2:19][NH:18][CH:17]3[CH2:32][CH2:33][NH:34][C:35](=[O:36])[O:37][C:38]([CH3:40])([CH3:39])[CH3:41])[N:9]=2)[CH2:7][CH2:6][CH2:5][CH2:4][CH2:3][CH2:2]1, predict the reactants needed to synthesize it. The reactants are: [N:1]1([C:8]2[CH:13]=[C:12](Cl)[N:11]=[C:10]([NH:15][CH:16]3[CH2:21][CH2:20][CH2:19][N:18](C(OCC4C=CC=CC=4)=O)[CH:17]3[CH2:32][CH2:33][NH:34][C:35]([O:37][C:38]([CH3:41])([CH3:40])[CH3:39])=[O:36])[N:9]=2)[CH2:7][CH2:6][CH2:5][CH2:4][CH2:3][CH2:2]1. (6) Given the product [CH2:22]([NH:25][C:11]([C:9]1[S:8][C:6]2[N:7]=[C:2]([NH2:1])[N:3]=[C:4]([C:14]3[CH:19]=[CH:18][C:17]([CH3:20])=[CH:16][C:15]=3[CH3:21])[C:5]=2[CH:10]=1)=[O:12])[CH2:23][CH3:24], predict the reactants needed to synthesize it. The reactants are: [NH2:1][C:2]1[N:3]=[C:4]([C:14]2[CH:19]=[CH:18][C:17]([CH3:20])=[CH:16][C:15]=2[CH3:21])[C:5]2[CH:10]=[C:9]([C:11](O)=[O:12])[S:8][C:6]=2[N:7]=1.[CH2:22]([NH2:25])[CH2:23][CH3:24].